From a dataset of Peptide-MHC class I binding affinity with 185,985 pairs from IEDB/IMGT. Regression. Given a peptide amino acid sequence and an MHC pseudo amino acid sequence, predict their binding affinity value. This is MHC class I binding data. (1) The peptide sequence is GLKSKTHAVL. The MHC is HLA-A02:03 with pseudo-sequence HLA-A02:03. The binding affinity (normalized) is 0.996. (2) The peptide sequence is VAEHRFENM. The MHC is HLA-A02:06 with pseudo-sequence HLA-A02:06. The binding affinity (normalized) is 0.00367. (3) The peptide sequence is SDRLHHDPL. The MHC is HLA-A01:01 with pseudo-sequence HLA-A01:01. The binding affinity (normalized) is 0.0847. (4) The peptide sequence is GIDPFRLL. The MHC is H-2-Kb with pseudo-sequence H-2-Kb. The binding affinity (normalized) is 0.0735. (5) The peptide sequence is EEMNLPGRW. The MHC is HLA-B40:01 with pseudo-sequence HLA-B40:01. The binding affinity (normalized) is 0. (6) The peptide sequence is YVIKVSARL. The MHC is Patr-B0101 with pseudo-sequence Patr-B0101. The binding affinity (normalized) is 0.